Predict which catalyst facilitates the given reaction. From a dataset of Catalyst prediction with 721,799 reactions and 888 catalyst types from USPTO. Reactant: Br[C:2]1[CH:3]=[C:4]2[C:9]([NH:10][C@H:11]3[C@@H:15]([O:16][CH3:17])[CH2:14][N:13]([S:18]([CH3:21])(=[O:20])=[O:19])[CH2:12]3)=[C:8]([C:22]([NH2:24])=[O:23])[CH:7]=[N:6][N:5]2[CH:25]=1.[CH3:26][O:27][C:28]1[N:33]=[CH:32][C:31](B(O)O)=[CH:30][CH:29]=1.CC(C1C=C(C(C)C)C(C2C=CC=CC=2P(C2CCCCC2)C2CCCCC2)=C(C(C)C)C=1)C.P([O-])([O-])([O-])=O.[K+].[K+].[K+]. Product: [CH3:17][O:16][C@H:15]1[CH2:14][N:13]([S:18]([CH3:21])(=[O:20])=[O:19])[CH2:12][C@H:11]1[NH:10][C:9]1[C:4]2[N:5]([CH:25]=[C:2]([C:31]3[CH:32]=[N:33][C:28]([O:27][CH3:26])=[CH:29][CH:30]=3)[CH:3]=2)[N:6]=[CH:7][C:8]=1[C:22]([NH2:24])=[O:23]. The catalyst class is: 12.